Dataset: Full USPTO retrosynthesis dataset with 1.9M reactions from patents (1976-2016). Task: Predict the reactants needed to synthesize the given product. (1) Given the product [C:11]([C:9]1[CH:10]=[C:6]([C:4]([OH:5])=[O:3])[N:7]([C:15]2[CH:20]=[CH:19][C:18]([CH3:21])=[CH:17][CH:16]=2)[N:8]=1)([CH3:14])([CH3:12])[CH3:13], predict the reactants needed to synthesize it. The reactants are: C([O:3][C:4]([C:6]1[N:7]([C:15]2[CH:20]=[CH:19][C:18]([CH3:21])=[CH:17][CH:16]=2)[N:8]=[C:9]([C:11]([CH3:14])([CH3:13])[CH3:12])[CH:10]=1)=[O:5])C.[Li+].[OH-]. (2) Given the product [CH:21]1([CH:19]([C:12]2[C:13]3[C:14](=[N:15][CH:16]=[CH:17][CH:18]=3)[N:10]([S:7]([C:1]3[CH:2]=[CH:3][CH:4]=[CH:5][CH:6]=3)(=[O:8])=[O:9])[CH:11]=2)[OH:20])[CH2:23][CH2:22]1, predict the reactants needed to synthesize it. The reactants are: [C:1]1([S:7]([N:10]2[C:14]3=[N:15][CH:16]=[CH:17][CH:18]=[C:13]3[C:12]([CH:19]=[O:20])=[CH:11]2)(=[O:9])=[O:8])[CH:6]=[CH:5][CH:4]=[CH:3][CH:2]=1.[CH:21]1([Mg]Cl)[CH2:23][CH2:22]1. (3) Given the product [Br:1][C:2]1[CH:3]=[CH:4][CH:5]=[C:6]2[C:11]=1[N:10]=[CH:9][C:8]([C:12]([OH:14])=[O:13])=[C:7]2[N:17]([S:19]([C:22]1[CH:23]=[CH:24][C:25]([O:28][CH2:29][C:30]#[C:31][CH3:32])=[CH:26][CH:27]=1)(=[O:20])=[O:21])[CH3:18], predict the reactants needed to synthesize it. The reactants are: [Br:1][C:2]1[CH:3]=[CH:4][CH:5]=[C:6]2[C:11]=1[N:10]=[CH:9][C:8]([C:12]([O:14]CC)=[O:13])=[C:7]2[N:17]([S:19]([C:22]1[CH:27]=[CH:26][C:25]([O:28][CH2:29][C:30]#[C:31][CH3:32])=[CH:24][CH:23]=1)(=[O:21])=[O:20])[CH3:18].[OH-].[Na+].CO. (4) The reactants are: [Cl:1][C:2]1[CH:7]=[CH:6][C:5]([C:8]([N:16]2[C:24]3[C:19](=[C:20]([NH:25][C:26](=[O:32])[O:27][C:28]([CH3:31])([CH3:30])[CH3:29])[CH:21]=[CH:22][CH:23]=3)[CH:18]=[N:17]2)([CH2:11][C:12]([F:15])([F:14])[F:13])[C:9]#[CH:10])=[CH:4][CH:3]=1. Given the product [Cl:1][C:2]1[CH:7]=[CH:6][C:5]([C:8]([N:16]2[C:24]3[C:19](=[C:20]([NH:25][C:26](=[O:32])[O:27][C:28]([CH3:31])([CH3:30])[CH3:29])[CH:21]=[CH:22][CH:23]=3)[CH:18]=[N:17]2)([CH2:9][CH3:10])[CH2:11][C:12]([F:14])([F:15])[F:13])=[CH:4][CH:3]=1, predict the reactants needed to synthesize it. (5) Given the product [CH2:27]([S:29]([N:23]1[CH2:24][CH2:25][CH:20]([C:11]2[C:10]3[C:14](=[C:15]([C:17]([NH2:19])=[O:18])[CH:16]=[C:8]([C:5]4[CH:6]=[CH:7][C:2]([F:1])=[CH:3][C:4]=4[CH3:26])[CH:9]=3)[NH:13][CH:12]=2)[CH2:21][CH2:22]1)(=[O:31])=[O:30])[CH3:28], predict the reactants needed to synthesize it. The reactants are: [F:1][C:2]1[CH:7]=[CH:6][C:5]([C:8]2[CH:9]=[C:10]3[C:14](=[C:15]([C:17]([NH2:19])=[O:18])[CH:16]=2)[NH:13][CH:12]=[C:11]3[CH:20]2[CH2:25][CH2:24][NH:23][CH2:22][CH2:21]2)=[C:4]([CH3:26])[CH:3]=1.[CH2:27]([S:29](Cl)(=[O:31])=[O:30])[CH3:28].C(N(CC)CC)C. (6) Given the product [CH2:1]([S:8][C:9]1[CH:10]=[C:11]2[C:16](=[CH:17][CH:18]=1)[N:15]([C:19]1[C:24]([O:25][CH3:26])=[CH:23][C:22]([C:27]3[CH:32]=[CH:31][C:30]([Cl:33])=[C:29]([CH3:34])[CH:28]=3)=[C:21]([F:35])[CH:20]=1)[C:14](=[O:36])[CH:13]=[N:12]2)[C:2]1[CH:7]=[CH:6][CH:5]=[CH:4][CH:3]=1, predict the reactants needed to synthesize it. The reactants are: [CH2:1]([S:8][C:9]1[CH:10]=[C:11]2[C:16](=[CH:17][CH:18]=1)[N:15]([C:19]1[C:24]([O:25][CH3:26])=[CH:23][C:22]([C:27]3[CH:32]=[CH:31][C:30]([Cl:33])=[C:29]([CH3:34])[CH:28]=3)=[C:21]([F:35])[CH:20]=1)[C:14](=[O:36])[CH2:13][NH:12]2)[C:2]1[CH:7]=[CH:6][CH:5]=[CH:4][CH:3]=1. (7) Given the product [CH2:12]([O:11][CH2:10][CH2:9][C@H:8]([NH2:7])[C:19]1[N:28]([C:29]2[CH:34]=[CH:33][CH:32]=[CH:31][CH:30]=2)[C:22]2[CH:23]=[C:24]([F:27])[CH:25]=[CH:26][C:21]=2[N:20]=1)[C:13]1[CH:18]=[CH:17][CH:16]=[CH:15][CH:14]=1, predict the reactants needed to synthesize it. The reactants are: C(OC(=O)[NH:7][C@H:8]([C:19](=O)[NH:20][C:21]1[CH:26]=[CH:25][C:24]([F:27])=[CH:23][C:22]=1[NH:28][C:29]1[CH:34]=[CH:33][CH:32]=[CH:31][CH:30]=1)[CH2:9][CH2:10][O:11][CH2:12][C:13]1[CH:18]=[CH:17][CH:16]=[CH:15][CH:14]=1)(C)(C)C. (8) Given the product [CH3:29][C:30]1([CH3:50])[C:38]2=[CH:39][C:40]3[N:41]([C:2]4[CH:3]=[C:4]([C:8]5[CH:13]=[CH:12][CH:11]=[C:10]([C:14]([C:16]6[CH:17]=[C:18]([C:22]7[CH:27]=[CH:26][CH:25]=[C:24]([N:41]8[C:40]9[CH:39]=[C:38]%10[C:60]([CH3:61])([CH3:62])[C:63]%11[C:36]([C:37]%10=[CH:49][C:48]=9[C:47]9[C:42]8=[CH:43][CH:44]=[CH:45][CH:46]=9)=[CH:35][CH:34]=[CH:33][CH:32]=%11)[CH:23]=7)[CH:19]=[CH:20][CH:21]=6)=[O:15])[CH:9]=5)[CH:5]=[CH:6][CH:7]=4)[C:42]4[C:47]([C:48]=3[CH:49]=[C:37]2[C:36]2[C:31]1=[CH:32][CH:33]=[CH:34][CH:35]=2)=[CH:46][CH:45]=[CH:44][CH:43]=4, predict the reactants needed to synthesize it. The reactants are: Br[C:2]1[CH:3]=[C:4]([C:8]2[CH:13]=[CH:12][CH:11]=[C:10]([C:14]([C:16]3[CH:17]=[C:18]([C:22]4[CH:27]=[CH:26][CH:25]=[C:24](Br)[CH:23]=4)[CH:19]=[CH:20][CH:21]=3)=[O:15])[CH:9]=2)[CH:5]=[CH:6][CH:7]=1.[CH3:29][C:30]1([CH3:50])[C:38]2=[CH:39][C:40]3[NH:41][C:42]4[C:47]([C:48]=3[CH:49]=[C:37]2[C:36]2[C:31]1=[CH:32][CH:33]=[CH:34][CH:35]=2)=[CH:46][CH:45]=[CH:44][CH:43]=4.[C:60](P([C:60]([CH3:63])([CH3:62])[CH3:61])[C:60]([CH3:63])([CH3:62])[CH3:61])([CH3:63])([CH3:62])[CH3:61]. (9) Given the product [F:22][C:23]1[CH:31]=[CH:30][C:26]([C:27]([NH:21][C:19]2[CH:18]=[CH:17][N:16]=[C:15]([C:8]3[CH:7]=[N:6][N:10]4[CH:11]=[CH:12][CH:13]=[N:14][C:9]=34)[CH:20]=2)=[O:28])=[CH:25][CH:24]=1, predict the reactants needed to synthesize it. The reactants are: C1COCC1.[N:6]1[N:10]2[CH:11]=[CH:12][CH:13]=[N:14][C:9]2=[C:8]([C:15]2[CH:20]=[C:19]([NH2:21])[CH:18]=[CH:17][N:16]=2)[CH:7]=1.[F:22][C:23]1[CH:31]=[CH:30][C:26]([C:27](Cl)=[O:28])=[CH:25][CH:24]=1. (10) Given the product [CH2:1]([O:3][C:4]1[CH:5]=[C:6]([C:10]2[CH:11]=[C:12]3[C:16](=[CH:17][CH:18]=2)[CH:15]([O:19][C:20]2[CH:21]=[CH:22][C:23]([C@H:26]([C:32]#[C:33][CH3:34])[CH2:27][C:28]([OH:30])=[O:29])=[CH:24][CH:25]=2)[CH2:14][CH2:13]3)[CH:7]=[CH:8][CH:9]=1)[CH3:2], predict the reactants needed to synthesize it. The reactants are: [CH2:1]([O:3][C:4]1[CH:5]=[C:6]([C:10]2[CH:11]=[C:12]3[C:16](=[CH:17][CH:18]=2)[CH:15]([O:19][C:20]2[CH:25]=[CH:24][C:23]([C@H:26]([C:32]#[C:33][CH3:34])[CH2:27][C:28]([O:30]C)=[O:29])=[CH:22][CH:21]=2)[CH2:14][CH2:13]3)[CH:7]=[CH:8][CH:9]=1)[CH3:2].[OH-].[Na+].Cl.